Dataset: Full USPTO retrosynthesis dataset with 1.9M reactions from patents (1976-2016). Task: Predict the reactants needed to synthesize the given product. (1) Given the product [OH:62][CH2:61][C@H:60]([NH:59][C:25]([C:22]1[C:21]([CH3:28])=[CH:20][C:19]([O:18][CH2:17][CH2:16][CH2:15][CH:12]2[CH2:13][CH2:14][N:9]([C:7]3[O:6][N:5]=[C:4]([CH:1]([CH3:3])[CH3:2])[N:8]=3)[CH2:10][CH2:11]2)=[CH:24][N:23]=1)=[O:26])[CH3:63], predict the reactants needed to synthesize it. The reactants are: [CH:1]([C:4]1[N:8]=[C:7]([N:9]2[CH2:14][CH2:13][CH:12]([CH2:15][CH2:16][CH2:17][O:18][C:19]3[CH:20]=[C:21]([CH3:28])[C:22]([C:25](O)=[O:26])=[N:23][CH:24]=3)[CH2:11][CH2:10]2)[O:6][N:5]=1)([CH3:3])[CH3:2].CCN=C=NCCCN(C)C.C1C=CC2N(O)N=NC=2C=1.CCN(C(C)C)C(C)C.[NH2:59][C@H:60]([CH3:63])[CH2:61][OH:62]. (2) Given the product [CH3:13][C:10]1[N:9]=[C:8]([C:5]2[N:4]=[N:3][C:2]([N:21]3[CH2:26][CH2:25][C:24]4([C:34]5[C:29](=[CH:30][CH:31]=[CH:32][CH:33]=5)[CH:28]=[CH:27]4)[CH2:23][CH2:22]3)=[CH:7][CH:6]=2)[S:12][N:11]=1, predict the reactants needed to synthesize it. The reactants are: Cl[C:2]1[N:3]=[N:4][C:5]([C:8]2[S:12][N:11]=[C:10]([CH3:13])[N:9]=2)=[CH:6][CH:7]=1.FC(F)(F)C(O)=O.[NH:21]1[CH2:26][CH2:25][C:24]2([C:34]3[C:29](=[CH:30][CH:31]=[CH:32][CH:33]=3)[CH:28]=[CH:27]2)[CH2:23][CH2:22]1.C(=O)([O-])[O-].[K+].[K+]. (3) Given the product [CH3:16][C:15]1[CH:14]=[C:13]([C:10]2[C:9]([CH3:19])=[N:8][N:7]([C:1]3[CH:6]=[CH:5][CH:4]=[CH:3][CH:2]=3)[C:11]=2[OH:12])[N:33]([CH2:25][CH2:26][C:27]2[CH:32]=[CH:31][CH:30]=[CH:29][CH:28]=2)[N:34]=1, predict the reactants needed to synthesize it. The reactants are: [C:1]1([N:7]2[C:11](=[O:12])[CH:10]([C:13](=O)[CH2:14][C:15](=O)[CH3:16])[C:9]([CH3:19])=[N:8]2)[CH:6]=[CH:5][CH:4]=[CH:3][CH:2]=1.S(O)(O)(=O)=O.[CH2:25]([NH:33][NH2:34])[CH2:26][C:27]1[CH:32]=[CH:31][CH:30]=[CH:29][CH:28]=1. (4) Given the product [CH3:1][CH:2]1[CH2:3][NH:4][CH2:5][CH:6]([C:7]([O:9][CH3:10])=[O:8])[CH2:11]1, predict the reactants needed to synthesize it. The reactants are: [CH3:1][C:2]1[CH:3]=[N:4][CH:5]=[C:6]([CH:11]=1)[C:7]([O:9][CH3:10])=[O:8]. (5) Given the product [CH3:11][C:8]1([CH3:12])[C:6]2[N:7]=[C:2]([C:36]3[CH:27]=[CH:28][C:29]4[O:33][C:32]([NH2:34])=[N:31][C:30]=4[CH:35]=3)[N:3]=[C:4]([N:13]3[CH2:18][CH2:17][O:16][CH2:15][CH2:14]3)[C:5]=2[CH2:10][O:9]1, predict the reactants needed to synthesize it. The reactants are: Cl[C:2]1[N:3]=[C:4]([N:13]2[CH2:18][CH2:17][O:16][CH2:15][CH2:14]2)[C:5]2[CH2:10][O:9][C:8]([CH3:12])([CH3:11])[C:6]=2[N:7]=1.CC1(C)C(C)(C)OB([C:27]2[CH:36]=[CH:35][C:30]3[N:31]=[C:32]([NH2:34])[O:33][C:29]=3[CH:28]=2)O1. (6) Given the product [O:14]=[C:7]([C:15]1[CH:20]=[CH:19][CH:18]=[CH:17][CH:16]=1)[CH:8]=[N:21][OH:22], predict the reactants needed to synthesize it. The reactants are: CC(C)([O-])C.[K+].[C:7]([C:15]1[CH:20]=[CH:19][CH:18]=[CH:17][CH:16]=1)(=[O:14])[C:8]1C=CC=CC=1.[N:21](OCCC(C)C)=[O:22].